Dataset: Peptide-MHC class II binding affinity with 134,281 pairs from IEDB. Task: Regression. Given a peptide amino acid sequence and an MHC pseudo amino acid sequence, predict their binding affinity value. This is MHC class II binding data. The peptide sequence is ILFLVKMNALRRLPV. The MHC is DRB1_0701 with pseudo-sequence DRB1_0701. The binding affinity (normalized) is 0.628.